This data is from Catalyst prediction with 721,799 reactions and 888 catalyst types from USPTO. The task is: Predict which catalyst facilitates the given reaction. (1) The catalyst class is: 11. Reactant: [NH2:1][C:2]1[CH:3]=[C:4]([OH:9])[CH:5]=[CH:6][C:7]=1[Cl:8].[Cl:10][C:11]1[CH:16]=[CH:15][C:14]([S:17][CH:18]([C:22](=O)[CH3:23])[C:19](=O)[CH3:20])=[CH:13][CH:12]=1.O.C1(C)C=CC(S(O)(=O)=O)=CC=1. Product: [Cl:8][C:7]1[C:2]2[N:1]=[C:22]([CH3:23])[C:18]([S:17][C:14]3[CH:13]=[CH:12][C:11]([Cl:10])=[CH:16][CH:15]=3)=[C:19]([CH3:20])[C:3]=2[C:4]([OH:9])=[CH:5][CH:6]=1. (2) Reactant: [N+:1]([C:4]1[CH:5]=[CH:6][C:7]([CH2:10][C:11]([O:13][CH2:14][CH3:15])=[O:12])=[N:8][CH:9]=1)([O-])=O.[H][H]. Product: [NH2:1][C:4]1[CH:5]=[CH:6][C:7]([CH2:10][C:11]([O:13][CH2:14][CH3:15])=[O:12])=[N:8][CH:9]=1. The catalyst class is: 78.